This data is from Reaction yield outcomes from USPTO patents with 853,638 reactions. The task is: Predict the reaction yield, written as a fraction of the theoretical maximum amount of product (1.0 means a 100% yield; for example, 0.34 means a 34% yield). (1) The reactants are [CH3:1][O:2][C:3]1[CH:8]=[CH:7][CH:6]=[CH:5][C:4]=1[OH:9].F[C:11]1[CH:16]=[CH:15][C:14]([F:17])=[CH:13][C:12]=1[N+:18]([O-:20])=[O:19].[CH3:21][O:22][C:23]1[CH:37]=[CH:36][CH:35]=[CH:34][C:24]=1[O:25][C:26]1[CH:32]=[CH:31][C:30]([F:33])=[CH:29][C:27]=1[NH2:28].[NH2:38][C:39]1[S:40][CH:41]=[CH:42][N:43]=1. No catalyst specified. The product is [F:17][C:14]1[CH:15]=[CH:16][C:11]([O:9][C:4]2[CH:5]=[CH:6][CH:7]=[CH:8][C:3]=2[O:2][CH3:1])=[C:12]([N+:18]([O-:20])=[O:19])[CH:13]=1.[F:33][C:30]1[CH:31]=[CH:32][C:26]([O:25][C:24]2[CH:34]=[CH:35][CH:36]=[CH:37][C:23]=2[O:22][CH3:21])=[C:27]([NH:28][C:4]([NH:38][C:39]2[S:40][CH:41]=[CH:42][N:43]=2)=[O:9])[CH:29]=1. The yield is 0.810. (2) The reactants are [C:1]([O:5][C:6]([N:8]1[CH2:13][CH2:12][N:11]([S:14]([C:17]2[CH:22]=[CH:21][C:20]([NH:23][C:24](=[O:28])[C:25]#[C:26][CH3:27])=[CH:19][CH:18]=2)(=[O:16])=[O:15])[CH2:10][CH2:9]1)=[O:7])([CH3:4])([CH3:3])[CH3:2]. The catalyst is [Pd].CC([O-])=O.CC([O-])=O.[Pb+2].CO. The product is [C:1]([O:5][C:6]([N:8]1[CH2:9][CH2:10][N:11]([S:14]([C:17]2[CH:18]=[CH:19][C:20]([NH:23][C:24](=[O:28])/[CH:25]=[CH:26]\[CH3:27])=[CH:21][CH:22]=2)(=[O:15])=[O:16])[CH2:12][CH2:13]1)=[O:7])([CH3:4])([CH3:3])[CH3:2]. The yield is 0.400. (3) The reactants are C(NCC)C.[CH3:6][C:7]1[NH:12][C:11](=[S:13])[NH:10][CH:9]([C:14]2[CH:19]=[CH:18][CH:17]=[CH:16][CH:15]=2)[C:8]=1[C:20]([O:22]CC=C)=[O:21]. The catalyst is O1CCCC1.C1C=CC([P]([Pd]([P](C2C=CC=CC=2)(C2C=CC=CC=2)C2C=CC=CC=2)([P](C2C=CC=CC=2)(C2C=CC=CC=2)C2C=CC=CC=2)[P](C2C=CC=CC=2)(C2C=CC=CC=2)C2C=CC=CC=2)(C2C=CC=CC=2)C2C=CC=CC=2)=CC=1. The product is [CH3:6][C:7]1[NH:12][C:11](=[S:13])[NH:10][CH:9]([C:14]2[CH:19]=[CH:18][CH:17]=[CH:16][CH:15]=2)[C:8]=1[C:20]([OH:22])=[O:21]. The yield is 0.350. (4) The reactants are [N+:1]([C:4]1[CH:5]=[C:6]([CH2:10][C:11]#[N:12])[CH:7]=[CH:8][CH:9]=1)([O-])=O.[Cl-].N. The catalyst is CCO.O.[Fe]. The product is [NH2:1][C:4]1[CH:5]=[C:6]([CH2:10][C:11]#[N:12])[CH:7]=[CH:8][CH:9]=1. The yield is 0.960. (5) The reactants are [NH2:1][C:2]1[CH:3]=[N:4][N:5]([CH3:22])[C:6]=1[NH:7][CH2:8][CH:9]1[CH2:14][CH2:13][N:12](C(OC(C)(C)C)=O)[CH2:11][CH2:10]1.C(OC([NH:30][C:31]1[S:35][C:34]([C:36]2[C:41]([F:42])=[CH:40][CH:39]=[CH:38][C:37]=2[F:43])=[N:33][C:32]=1[C:44](O)=[O:45])=O)(C)(C)C.CN(C(ON1N=NC2C=CC=NC1=2)=[N+](C)C)C.F[P-](F)(F)(F)(F)F. No catalyst specified. The product is [NH2:30][C:31]1[S:35][C:34]([C:36]2[C:41]([F:42])=[CH:40][CH:39]=[CH:38][C:37]=2[F:43])=[N:33][C:32]=1[C:44]([NH:1][C:2]1[CH:3]=[N:4][N:5]([CH3:22])[C:6]=1[NH:7][CH2:8][CH:9]1[CH2:10][CH2:11][NH:12][CH2:13][CH2:14]1)=[O:45]. The yield is 0.0740. (6) The reactants are [Cl:1][C:2]1[CH:3]=[C:4]([N:9]2[C:13](=[O:14])[C:12](=[O:15])[N:11]=[C:10]2SC)[CH:5]=[CH:6][C:7]=1[Cl:8].[Cl:18][C:19]1[CH:20]=[C:21]([NH:26][C:27]([NH2:29])=[NH:28])[CH:22]=[CH:23][C:24]=1[Cl:25]. The catalyst is C(Cl)(Cl)Cl. The product is [Cl:18][C:19]1[CH:20]=[C:21]([NH:26][C:27]([N:29]=[C:10]2[NH:11][C:12](=[O:15])[C:13](=[O:14])[N:9]2[C:4]2[CH:5]=[CH:6][C:7]([Cl:8])=[C:2]([Cl:1])[CH:3]=2)=[NH:28])[CH:22]=[CH:23][C:24]=1[Cl:25]. The yield is 0.680.